This data is from Reaction yield outcomes from USPTO patents with 853,638 reactions. The task is: Predict the reaction yield, written as a fraction of the theoretical maximum amount of product (1.0 means a 100% yield; for example, 0.34 means a 34% yield). (1) The catalyst is C1COCC1. The yield is 0.180. The reactants are [CH2:1]([N:3]([S:9]([C:12]1[CH:17]=[CH:16][C:15]([F:18])=[CH:14][CH:13]=1)(=[O:11])=[O:10])[C:4](=[CH2:8])[C:5]([OH:7])=O)[CH3:2].CCOC(OC(OCC)=O)=O.[CH:30]([O:33][C:34]1[CH:39]=[C:38]([CH2:40][NH2:41])[CH:37]=[C:36]([C:42]2[CH:47]=[CH:46][C:45]([C:48]([F:51])([F:50])[F:49])=[CH:44][CH:43]=2)[N:35]=1)([CH3:32])[CH3:31]. The product is [CH2:1]([N:3]([S:9]([C:12]1[CH:17]=[CH:16][C:15]([F:18])=[CH:14][CH:13]=1)(=[O:11])=[O:10])[C:4](=[CH2:8])[C:5]([NH:41][CH2:40][C:38]1[CH:37]=[C:36]([C:42]2[CH:43]=[CH:44][C:45]([C:48]([F:49])([F:50])[F:51])=[CH:46][CH:47]=2)[N:35]=[C:34]([O:33][CH:30]([CH3:32])[CH3:31])[CH:39]=1)=[O:7])[CH3:2]. (2) The reactants are [CH3:1][N:2]1[CH2:7][CH2:6][NH:5][CH2:4][CH2:3]1.[Cl:8][C:9]1[CH:14]=[C:13](Cl)[C:12]([N+:16]([O-:18])=[O:17])=[CH:11][N:10]=1.CCN(C(C)C)C(C)C. The catalyst is C1COCC1. The product is [Cl:8][C:9]1[CH:14]=[C:13]([N:5]2[CH2:6][CH2:7][N:2]([CH3:1])[CH2:3][CH2:4]2)[C:12]([N+:16]([O-:18])=[O:17])=[CH:11][N:10]=1. The yield is 0.960. (3) The reactants are [CH3:1][C:2]1[CH:3]=[C:4]([C:8]2[N:9]([C:17]3[CH:22]=[CH:21][C:20]([S:23]([NH2:26])(=[O:25])=[O:24])=[CH:19][CH:18]=3)[CH:10]=[C:11]([C:13]([F:16])([F:15])[F:14])[N:12]=2)[CH:5]=[N:6][CH:7]=1.[C:27](O[C:27](=[O:31])[CH2:28][CH2:29][CH3:30])(=[O:31])[CH2:28][CH2:29][CH3:30].C(N(CC)CC)C. The catalyst is CN(C1C=CN=CC=1)C.O. The product is [CH3:1][C:2]1[CH:3]=[C:4]([C:8]2[N:9]([C:17]3[CH:18]=[CH:19][C:20]([S:23]([NH:26][C:27](=[O:31])[CH2:28][CH2:29][CH3:30])(=[O:25])=[O:24])=[CH:21][CH:22]=3)[CH:10]=[C:11]([C:13]([F:14])([F:16])[F:15])[N:12]=2)[CH:5]=[N:6][CH:7]=1. The yield is 0.850. (4) The reactants are [CH3:1][O:2][C:3]1[CH:8]=[C:7]([O:9][CH3:10])[CH:6]=[CH:5][C:4]=1[C:11]1[N:16]([CH2:17][C:18]([O:20]CC)=[O:19])[C:15](=[S:23])[NH:14][C:13](=[O:24])[CH:12]=1.[OH-].[Na+]. The catalyst is CO. The product is [CH3:1][O:2][C:3]1[CH:8]=[C:7]([O:9][CH3:10])[CH:6]=[CH:5][C:4]=1[C:11]1[N:16]([CH2:17][C:18]([OH:20])=[O:19])[C:15](=[S:23])[NH:14][C:13](=[O:24])[CH:12]=1. The yield is 0.990.